From a dataset of Full USPTO retrosynthesis dataset with 1.9M reactions from patents (1976-2016). Predict the reactants needed to synthesize the given product. (1) The reactants are: [F:1][C:2]1[CH:3]=[C:4]([CH:6]=[CH:7][C:8]=1[O:9][C:10]1[CH:15]=[CH:14][N:13]=[CH:12][C:11]=1[I:16])[NH2:5].C(N(C(C)C)CC)(C)C.[O:26]=[C:27]1[N:31]([C:32]2[CH:37]=[CH:36][CH:35]=[CH:34][CH:33]=2)[CH2:30][CH2:29][N:28]1[C:38](Cl)=[O:39]. Given the product [F:1][C:2]1[CH:3]=[C:4]([NH:5][C:38]([N:28]2[CH2:29][CH2:30][N:31]([C:32]3[CH:37]=[CH:36][CH:35]=[CH:34][CH:33]=3)[C:27]2=[O:26])=[O:39])[CH:6]=[CH:7][C:8]=1[O:9][C:10]1[CH:15]=[CH:14][N:13]=[CH:12][C:11]=1[I:16], predict the reactants needed to synthesize it. (2) Given the product [Si:21]([O:20][CH:7]([C:4]1[O:5][CH:6]=[C:2]([C:30](=[O:32])[CH3:31])[N:3]=1)[CH2:8][CH2:9][CH2:10][CH2:11][CH2:12][CH2:13][C:14]1[CH:19]=[CH:18][CH:17]=[CH:16][CH:15]=1)([C:24]([CH3:27])([CH3:26])[CH3:25])([CH3:23])[CH3:22], predict the reactants needed to synthesize it. The reactants are: Br[C:2]1[N:3]=[C:4]([CH:7]([O:20][Si:21]([C:24]([CH3:27])([CH3:26])[CH3:25])([CH3:23])[CH3:22])[CH2:8][CH2:9][CH2:10][CH2:11][CH2:12][CH2:13][C:14]2[CH:19]=[CH:18][CH:17]=[CH:16][CH:15]=2)[O:5][CH:6]=1.CN(C)[C:30](=[O:32])[CH3:31]. (3) Given the product [NH:34]1[C:20]([CH2:19][C:12]2[C:13]3[C:18](=[CH:17][CH:16]=[CH:15][CH:14]=3)[N:10]([CH2:9][C:8]3[C:4]4[CH:3]=[C:2]([Cl:1])[CH:29]=[CH:28][C:5]=4[S:6][CH:7]=3)[C:11]=2[C:22]2[CH:23]=[CH:24][CH:25]=[CH:26][CH:27]=2)=[N:21][N:36]=[N:35]1, predict the reactants needed to synthesize it. The reactants are: [Cl:1][C:2]1[CH:29]=[CH:28][C:5]2[S:6][CH:7]=[C:8]([CH2:9][N:10]3[C:18]4[C:13](=[CH:14][CH:15]=[CH:16][CH:17]=4)[C:12]([CH2:19][C:20]#[N:21])=[C:11]3[C:22]3[CH:27]=[CH:26][CH:25]=[CH:24][CH:23]=3)[C:4]=2[CH:3]=1.[Si]([N:34]=[N+:35]=[N-:36])(C)(C)C.Cl. (4) Given the product [CH3:8][S:9][C:10]1[N:27]=[C:30]([S:18][CH3:21])[C:2]2[O:1][CH2:6][CH2:5][CH2:4][C:3]=2[N:11]=1, predict the reactants needed to synthesize it. The reactants are: [O:1]1[CH2:6][CH2:5][CH2:4][C:3](=O)[CH2:2]1.[CH3:8][S:9][C:10]#[N:11].FC(F)(F)S(O[S:18]([C:21](F)(F)F)(=O)=O)(=O)=O.[N+:27]([CH3:30])([O-])=O. (5) The reactants are: [Cl:1][C:2]1[CH:3]=[N:4][C:5]([N:8]2[CH2:13][CH2:12][CH:11]([NH:14][CH:15]3[CH2:17][CH2:16]3)[CH2:10][CH2:9]2)=[N:6][CH:7]=1.[N:18]1([C:23]2[CH:31]=[CH:30][C:26]([C:27](O)=[O:28])=[CH:25][CH:24]=2)[CH:22]=[N:21][CH:20]=[N:19]1. Given the product [Cl:1][C:2]1[CH:3]=[N:4][C:5]([N:8]2[CH2:13][CH2:12][CH:11]([N:14]([CH:15]3[CH2:17][CH2:16]3)[C:27](=[O:28])[C:26]3[CH:25]=[CH:24][C:23]([N:18]4[CH:22]=[N:21][CH:20]=[N:19]4)=[CH:31][CH:30]=3)[CH2:10][CH2:9]2)=[N:6][CH:7]=1, predict the reactants needed to synthesize it. (6) The reactants are: O=[CH:2][C@@H:3]([C@H:5]([C@H:7]([CH2:9][OH:10])[OH:8])[OH:6])[OH:4].[C:11](Cl)(=[O:18])[C:12]1[CH:17]=[CH:16][CH:15]=[CH:14][CH:13]=1.[BrH:20]. Given the product [C:11]([O:4][C@@H:3]1[C@@H:5]([O:6][C:11](=[O:18])[C:12]2[CH:17]=[CH:16][CH:15]=[CH:14][CH:13]=2)[C@H:7]([CH2:9][O:10][C:11](=[O:18])[C:12]2[CH:17]=[CH:16][CH:15]=[CH:14][CH:13]=2)[O:8][C@H:2]1[Br:20])(=[O:18])[C:12]1[CH:17]=[CH:16][CH:15]=[CH:14][CH:13]=1, predict the reactants needed to synthesize it. (7) Given the product [Br:1][C:2]1[C:3]([C:14](=[S:16])[NH2:15])=[CH:4][C:5]([NH:8][C:9]([NH:11][CH:12]([CH3:17])[CH3:13])=[O:10])=[N:6][CH:7]=1, predict the reactants needed to synthesize it. The reactants are: [Br:1][C:2]1[C:3]([C:14](=[S:16])[NH2:15])=[CH:4][C:5]([NH:8][C:9]([NH:11][CH2:12][CH3:13])=[O:10])=[N:6][CH:7]=1.[CH3:17]OC1C=CC(P2(SP(C3C=CC(OC)=CC=3)(=S)S2)=S)=CC=1. (8) Given the product [Br:15][C:16]1[CH:17]=[C:18]([NH:19][C:2]2[C:11]3[C:6](=[CH:7][N:8]=[C:9]([F:12])[CH:10]=3)[N:5]=[CH:4][C:3]=2[C:13]#[N:14])[CH:20]=[CH:21][CH:22]=1, predict the reactants needed to synthesize it. The reactants are: Cl[C:2]1[C:11]2[C:6](=[CH:7][N:8]=[C:9]([F:12])[CH:10]=2)[N:5]=[CH:4][C:3]=1[C:13]#[N:14].[Br:15][C:16]1[CH:17]=[C:18]([CH:20]=[CH:21][CH:22]=1)[NH2:19].